Task: Predict the reactants needed to synthesize the given product.. Dataset: Full USPTO retrosynthesis dataset with 1.9M reactions from patents (1976-2016) The reactants are: [CH2:1]([O:3][C:4]([C:6]1([C:9]2[CH:14]=[CH:13][C:12]([C:15]3[CH:20]=[CH:19][C:18]([C:21]4[O:25][N:24]=[C:23]([CH3:26])[C:22]=4[NH:27][C:28]4[CH:33]=[CH:32][CH:31]=[C:30](Br)[N:29]=4)=[CH:17][CH:16]=3)=[CH:11][CH:10]=2)[CH2:8][CH2:7]1)=[O:5])[CH3:2].[F:35][C:36]1[CH:41]=[CH:40][CH:39]=[CH:38][C:37]=1B1OC(C)(C)C(C)(C)O1. Given the product [CH2:1]([O:3][C:4]([C:6]1([C:9]2[CH:14]=[CH:13][C:12]([C:15]3[CH:20]=[CH:19][C:18]([C:21]4[O:25][N:24]=[C:23]([CH3:26])[C:22]=4[NH:27][C:28]4[CH:33]=[CH:32][CH:31]=[C:30]([C:37]5[CH:38]=[CH:39][CH:40]=[CH:41][C:36]=5[F:35])[N:29]=4)=[CH:17][CH:16]=3)=[CH:11][CH:10]=2)[CH2:8][CH2:7]1)=[O:5])[CH3:2], predict the reactants needed to synthesize it.